Dataset: Full USPTO retrosynthesis dataset with 1.9M reactions from patents (1976-2016). Task: Predict the reactants needed to synthesize the given product. The reactants are: [Cl:1][C:2]1[CH:7]=[C:6]([Cl:8])[CH:5]=[CH:4][C:3]=1[CH:9]([N:11]1[C:15]([CH2:16][CH2:17][C:18](OCC)=[O:19])=[CH:14][C:13]([O:23][CH2:24][CH2:25][CH3:26])=[N:12]1)[CH3:10].[H-].C([Al+]CC(C)C)C(C)C.C(O)C.[Cl-].[NH4+]. Given the product [Cl:1][C:2]1[CH:7]=[C:6]([Cl:8])[CH:5]=[CH:4][C:3]=1[CH:9]([N:11]1[C:15]([CH2:16][CH2:17][CH2:18][OH:19])=[CH:14][C:13]([O:23][CH2:24][CH2:25][CH3:26])=[N:12]1)[CH3:10], predict the reactants needed to synthesize it.